Dataset: Full USPTO retrosynthesis dataset with 1.9M reactions from patents (1976-2016). Task: Predict the reactants needed to synthesize the given product. The reactants are: [CH:1]1([N:7]2[C:15]3[C:10](=[CH:11][CH:12]=[CH:13][C:14]=3[F:16])[C:9]([C:17]3[CH:22]=[CH:21][C:20]([O:23]C)=[CH:19][CH:18]=3)=[N:8]2)[CH2:6][CH2:5][CH2:4][CH2:3][CH2:2]1.B(Br)(Br)Br.C1CCCCC=1. Given the product [CH:1]1([N:7]2[C:15]3[C:10](=[CH:11][CH:12]=[CH:13][C:14]=3[F:16])[C:9]([C:17]3[CH:18]=[CH:19][C:20]([OH:23])=[CH:21][CH:22]=3)=[N:8]2)[CH2:2][CH2:3][CH2:4][CH2:5][CH2:6]1, predict the reactants needed to synthesize it.